From a dataset of Reaction yield outcomes from USPTO patents with 853,638 reactions. Predict the reaction yield, written as a fraction of the theoretical maximum amount of product (1.0 means a 100% yield; for example, 0.34 means a 34% yield). (1) The reactants are [F:1][C:2]1[C:11]([N:12]([CH3:19])[S:13]([CH2:16][CH2:17][CH3:18])(=[O:15])=[O:14])=[CH:10][CH:9]=[C:8]([F:20])[C:3]=1[C:4]([O:6]C)=[O:5].[OH-].[Li+]. The catalyst is O1CCCC1.CO.O. The product is [F:1][C:2]1[C:11]([N:12]([CH3:19])[S:13]([CH2:16][CH2:17][CH3:18])(=[O:14])=[O:15])=[CH:10][CH:9]=[C:8]([F:20])[C:3]=1[C:4]([OH:6])=[O:5]. The yield is 0.970. (2) The reactants are [CH2:1]([C:3]1[C:4]([NH:23][CH:24]([CH3:28])[CH2:25][CH2:26][OH:27])=[N:5][C:6]([CH2:21][CH3:22])=[C:7]([C:9]2[C:18]([O:19][CH3:20])=[CH:17][C:16]3[CH2:15][CH2:14][CH2:13][CH2:12][C:11]=3[CH:10]=2)[N:8]=1)[CH3:2].N1C=CC=CC=1.[C:35](Cl)(=[O:37])[CH3:36]. The catalyst is C(Cl)Cl. The product is [C:35]([O:27][CH2:26][CH2:25][CH:24]([NH:23][C:4]1[C:3]([CH2:1][CH3:2])=[N:8][C:7]([C:9]2[C:18]([O:19][CH3:20])=[CH:17][C:16]3[CH2:15][CH2:14][CH2:13][CH2:12][C:11]=3[CH:10]=2)=[C:6]([CH2:21][CH3:22])[N:5]=1)[CH3:28])(=[O:37])[CH3:36]. The yield is 0.970.